The task is: Regression. Given a peptide amino acid sequence and an MHC pseudo amino acid sequence, predict their binding affinity value. This is MHC class I binding data.. This data is from Peptide-MHC class I binding affinity with 185,985 pairs from IEDB/IMGT. (1) The peptide sequence is EIMRMCHEGI. The MHC is H-2-Kb with pseudo-sequence H-2-Kb. The binding affinity (normalized) is 0.170. (2) The peptide sequence is FPVRPQVPLR. The MHC is HLA-A03:01 with pseudo-sequence HLA-A03:01. The binding affinity (normalized) is 0. (3) The peptide sequence is FSVPLDEDF. The MHC is HLA-B35:01 with pseudo-sequence HLA-B35:01. The binding affinity (normalized) is 0.0287. (4) The peptide sequence is MLDPRFVKQ. The MHC is HLA-A23:01 with pseudo-sequence HLA-A23:01. The binding affinity (normalized) is 0.0847. (5) The peptide sequence is RPQKRPSCI. The MHC is HLA-B40:02 with pseudo-sequence HLA-B40:02. The binding affinity (normalized) is 0. (6) The peptide sequence is EKEGKISKI. The MHC is HLA-A26:01 with pseudo-sequence HLA-A26:01. The binding affinity (normalized) is 0.403. (7) The peptide sequence is EKFFPSSSY. The MHC is HLA-B15:09 with pseudo-sequence HLA-B15:09. The binding affinity (normalized) is 0.0847. (8) The peptide sequence is MIKNLTQLFK. The MHC is HLA-A68:01 with pseudo-sequence HLA-A68:01. The binding affinity (normalized) is 0.955. (9) The peptide sequence is EGFDPRALI. The MHC is HLA-A02:12 with pseudo-sequence HLA-A02:12. The binding affinity (normalized) is 0.0847.